This data is from Catalyst prediction with 721,799 reactions and 888 catalyst types from USPTO. The task is: Predict which catalyst facilitates the given reaction. (1) Reactant: [CH:1]1([N:4]([CH:12]2[CH2:17][CH2:16][N:15]([C:18]3[CH:23]=[CH:22][C:21]([N+:24]([O-])=O)=[CH:20][CH:19]=3)[CH2:14][CH2:13]2)[C:5](=[O:11])[O:6][C:7]([CH3:10])([CH3:9])[CH3:8])[CH2:3][CH2:2]1.[H][H]. Product: [NH2:24][C:21]1[CH:22]=[CH:23][C:18]([N:15]2[CH2:14][CH2:13][CH:12]([N:4]([CH:1]3[CH2:2][CH2:3]3)[C:5](=[O:11])[O:6][C:7]([CH3:10])([CH3:9])[CH3:8])[CH2:17][CH2:16]2)=[CH:19][CH:20]=1. The catalyst class is: 19. (2) Reactant: [CH2:1]([O:3][C:4](=[O:14])[CH2:5]P(OCC)(OCC)=O)[CH3:2].[H-].[Na+].[O:17]=[C:18]1[C:23]([CH2:24][C:25]2[CH:30]=[CH:29][C:28]([C:31]3[C:32]([C:37]#[N:38])=[CH:33][CH:34]=[CH:35][CH:36]=3)=[CH:27][CH:26]=2)=[C:22]([CH2:39][CH2:40][CH3:41])[N:21]2[N:42]=[CH:43][N:44]=[C:20]2[N:19]1[CH:45]1[CH2:50][CH2:49][C:48](=O)[CH2:47][CH2:46]1. The catalyst class is: 7. Product: [C:37]([C:32]1[CH:33]=[CH:34][CH:35]=[CH:36][C:31]=1[C:28]1[CH:27]=[CH:26][C:25]([CH2:24][C:23]2[C:18](=[O:17])[N:19]([CH:45]3[CH2:50][CH2:49][C:48](=[CH:5][C:4]([O:3][CH2:1][CH3:2])=[O:14])[CH2:47][CH2:46]3)[C:20]3[N:21]([N:42]=[CH:43][N:44]=3)[C:22]=2[CH2:39][CH2:40][CH3:41])=[CH:30][CH:29]=1)#[N:38]. (3) The catalyst class is: 23. Reactant: [N+:1]([C:4]1[CH:5]=[N:6][NH:7][CH:8]=1)([O-:3])=[O:2].C([O-])([O-])=O.[K+].[K+].I[CH2:16][CH3:17]. Product: [CH2:16]([N:6]1[CH:5]=[C:4]([N+:1]([O-:3])=[O:2])[CH:8]=[N:7]1)[CH3:17]. (4) Reactant: [F:1][C:2]1[CH:10]=[CH:9][C:8]([I:11])=[C:7]2[C:3]=1[CH:4](O)[N:5](C(C)(C1C=CC=CC=1)C)[C:6]2=[O:12].FC(F)(F)C(O)=O.C([SiH](CC)CC)C. Product: [F:1][C:2]1[CH:10]=[CH:9][C:8]([I:11])=[C:7]2[C:3]=1[CH2:4][NH:5][C:6]2=[O:12]. The catalyst class is: 463. (5) Reactant: FC1C=CC(S([N:11]([S:17]([C:20]2[CH:25]=[CH:24][C:23]([N:26]3[CH2:30][CH2:29][C@@H:28](O)[C:27]3=[O:32])=[CH:22][CH:21]=2)(=[O:19])=[O:18])[C:12]2[S:13][CH:14]=[CH:15][N:16]=2)(=O)=O)=CC=1.CCN(C(C)C)C(C)C.S(OS(C(F)(F)F)(=O)=O)(C(F)(F)F)(=O)=O.[Cl:57][C:58]1[CH:63]=[CH:62][C:61]([CH:64]2[CH2:68][CH2:67][NH:66][CH2:65]2)=[CH:60][C:59]=1[CH3:69].N1CCOCC1.C([O-])(O)=O.[Na+]. Product: [Cl:57][C:58]1[CH:63]=[CH:62][C:61]([CH:64]2[CH2:68][CH2:67][N:66]([C@H:28]3[CH2:29][CH2:30][N:26]([C:23]4[CH:22]=[CH:21][C:20]([S:17]([NH:11][C:12]5[S:13][CH:14]=[CH:15][N:16]=5)(=[O:19])=[O:18])=[CH:25][CH:24]=4)[C:27]3=[O:32])[CH2:65]2)=[CH:60][C:59]=1[CH3:69]. The catalyst class is: 2. (6) Reactant: [CH3:1][O:2][C:3]1[C:11]([O:12][CH3:13])=[C:10]([O:14][CH3:15])[CH:9]=[CH:8][C:4]=1[C:5]([OH:7])=[O:6].[C:16]([O-])([O-])=O.[K+].[K+].CI.O. Product: [CH3:1][O:2][C:3]1[C:11]([O:12][CH3:13])=[C:10]([O:14][CH3:15])[CH:9]=[CH:8][C:4]=1[C:5]([O:7][CH3:16])=[O:6]. The catalyst class is: 31. (7) Reactant: [CH:1]1([CH2:6][CH:7]([C:11]2[CH:16]=[CH:15][C:14]([Cl:17])=[C:13]([Cl:18])[CH:12]=2)[C:8]([OH:10])=O)[CH2:5][CH2:4][CH2:3][CH2:2]1.C(Cl)(=O)C(Cl)=O.[F:25][C:26]1[CH:35]=[CH:34][C:29]2[N:30]=[C:31]([NH2:33])[S:32][C:28]=2[CH:27]=1.C(N(CC)C(C)C)(C)C. Product: [CH:1]1([CH2:6][CH:7]([C:11]2[CH:16]=[CH:15][C:14]([Cl:17])=[C:13]([Cl:18])[CH:12]=2)[C:8]([NH:33][C:31]2[S:32][C:28]3[CH:27]=[C:26]([F:25])[CH:35]=[CH:34][C:29]=3[N:30]=2)=[O:10])[CH2:2][CH2:3][CH2:4][CH2:5]1. The catalyst class is: 832. (8) Reactant: [C:1]([OH:10])(=[O:9])[C:2]1[C:3](=[CH:5][CH:6]=[CH:7][CH:8]=1)[OH:4].Br[CH2:12][CH2:13][CH2:14]Br.[OH2:16].Cl. Product: [C:1]([O:10][CH2:12][CH2:13][CH2:14][O:16][C:1](=[O:9])[C:2]1[C:3](=[CH:5][CH:6]=[CH:7][CH:8]=1)[OH:4])(=[O:9])[C:2]1[C:3](=[CH:5][CH:6]=[CH:7][CH:8]=1)[OH:4]. The catalyst class is: 3.